This data is from Catalyst prediction with 721,799 reactions and 888 catalyst types from USPTO. The task is: Predict which catalyst facilitates the given reaction. (1) Reactant: [NH:1]1[C:5]2=[N:6][CH:7]=[C:8]([C:10]([O:12][CH3:13])=[O:11])[CH:9]=[C:4]2[CH:3]=[CH:2]1.C(=O)([O-])[O-].[K+].[K+].[I:20]I.S(=O)(O)[O-].[Na+]. Product: [I:20][C:3]1[C:4]2[C:5](=[N:6][CH:7]=[C:8]([C:10]([O:12][CH3:13])=[O:11])[CH:9]=2)[NH:1][CH:2]=1. The catalyst class is: 35. (2) Reactant: [CH2:1]([C:3]1[S:12][C:6]2[N:7]=[CH:8][N:9]=[C:10]([NH2:11])[C:5]=2[CH:4]=1)[CH3:2].[H-].[Na+].[CH3:15][CH:16](Br)[C:17]1[CH:22]=[CH:21][CH:20]=[CH:19][CH:18]=1. Product: [CH2:1]([C:3]1[S:12][C:6]2[N:7]=[CH:8][N:9]=[C:10]([NH:11][CH:16]([C:17]3[CH:22]=[CH:21][CH:20]=[CH:19][CH:18]=3)[CH3:15])[C:5]=2[CH:4]=1)[CH3:2]. The catalyst class is: 9.